This data is from Reaction yield outcomes from USPTO patents with 853,638 reactions. The task is: Predict the reaction yield, written as a fraction of the theoretical maximum amount of product (1.0 means a 100% yield; for example, 0.34 means a 34% yield). (1) The reactants are [NH2:1][CH:2]1[C:11]2[C:6](=[CH:7][CH:8]=[C:9]([NH:12][C:13]([C:15]3[C:24](=[O:25])[C:23]4[C:18](=[CH:19][CH:20]=[CH:21][CH:22]=4)[NH:17][CH:16]=3)=[O:14])[CH:10]=2)[CH2:5][CH2:4][CH2:3]1.CCN(C(C)C)C(C)C.Cl[C:36]([O:38][CH3:39])=[O:37].N1CCCCC1. The catalyst is CO. The product is [CH3:39][O:38][C:36]([NH:1][CH:2]1[C:11]2[C:6](=[CH:7][CH:8]=[C:9]([NH:12][C:13]([C:15]3[C:24](=[O:25])[C:23]4[C:18](=[CH:19][CH:20]=[CH:21][CH:22]=4)[NH:17][CH:16]=3)=[O:14])[CH:10]=2)[CH2:5][CH2:4][CH2:3]1)=[O:37]. The yield is 0.350. (2) The reactants are Cl.[Cl:2][C:3]1[CH:8]=[CH:7][N:6]=[C:5]([C:9](Cl)=[O:10])[CH:4]=1.Cl.NC[C:15]([NH:17][CH3:18])=[O:16].[CH2:19]([N:21](CC)CC)C. The catalyst is C1COCC1.C(#N)C. The product is [CH3:19][NH:21][C:15]([N:17]([CH3:18])[C:9]([C:5]1[CH:4]=[C:3]([Cl:2])[CH:8]=[CH:7][N:6]=1)=[O:10])=[O:16]. The yield is 0.653. (3) The reactants are [N:1]1([C:7]2[CH:12]=[CH:11][C:10]([NH2:13])=[CH:9][CH:8]=2)[CH2:6][CH2:5][O:4][CH2:3][CH2:2]1.[C:14]([O:18][C:19]([N:21]1[CH2:26][CH2:25][N:24]([C:27]2[CH:28]=[C:29]([O:40][CH3:41])[CH:30]=[C:31]3[C:36]=2[O:35][CH:34]([C:37](O)=[O:38])[CH2:33][CH2:32]3)[CH2:23][CH2:22]1)=[O:20])([CH3:17])([CH3:16])[CH3:15].C1CN([P+](ON2N=NC3C=CC=NC2=3)(N2CCCC2)N2CCCC2)CC1.F[P-](F)(F)(F)(F)F.CN(C(ON1N=NC2C=CC=CC1=2)=[N+](C)C)C.[B-](F)(F)(F)F. No catalyst specified. The product is [C:14]([O:18][C:19]([N:21]1[CH2:26][CH2:25][N:24]([C:27]2[CH:28]=[C:29]([O:40][CH3:41])[CH:30]=[C:31]3[C:36]=2[O:35][CH:34]([C:37](=[O:38])[NH:13][C:10]2[CH:9]=[CH:8][C:7]([N:1]4[CH2:2][CH2:3][O:4][CH2:5][CH2:6]4)=[CH:12][CH:11]=2)[CH2:33][CH2:32]3)[CH2:23][CH2:22]1)=[O:20])([CH3:17])([CH3:16])[CH3:15]. The yield is 0.670. (4) The reactants are [CH:1]1([N:6]2[CH2:11][CH2:10][N:9]([C:12]3[CH:17]=[CH:16][C:15](I)=[CH:14][CH:13]=3)[CH2:8][CH2:7]2)[CH2:5][CH2:4][CH2:3][CH2:2]1.[B:19]1([B:19]2[O:23][C:22]([CH3:25])([CH3:24])[C:21]([CH3:27])([CH3:26])[O:20]2)[O:23][C:22]([CH3:25])([CH3:24])[C:21]([CH3:27])([CH3:26])[O:20]1.CC([O-])=O.[K+]. The catalyst is C1C=CC(P(C2C=CC=CC=2)[C-]2C=CC=C2)=CC=1.C1C=CC(P(C2C=CC=CC=2)[C-]2C=CC=C2)=CC=1.Cl[Pd]Cl.[Fe+2].C(Cl)Cl.CS(C)=O. The product is [CH:1]1([N:6]2[CH2:11][CH2:10][N:9]([C:12]3[CH:17]=[CH:16][C:15]([B:19]4[O:23][C:22]([CH3:25])([CH3:24])[C:21]([CH3:27])([CH3:26])[O:20]4)=[CH:14][CH:13]=3)[CH2:8][CH2:7]2)[CH2:5][CH2:4][CH2:3][CH2:2]1. The yield is 0.520.